From a dataset of Forward reaction prediction with 1.9M reactions from USPTO patents (1976-2016). Predict the product of the given reaction. (1) Given the reactants [CH3:1][CH:2]([CH3:20])[CH2:3][CH:4]([N:8]1[C:16]2[C:11](=[CH:12][C:13]([CH3:17])=[CH:14][CH:15]=2)[C:10](=[O:18])[C:9]1=[O:19])[C:5]([OH:7])=O.[S:21]1[CH:25]=[CH:24][N:23]=[C:22]1[NH2:26].C(N(CC)C(C)C)(C)C.F[P-](F)(F)(F)(F)F.N1(O[P+](N(C)C)(N(C)C)N(C)C)C2C=CC=CC=2N=N1, predict the reaction product. The product is: [S:21]1[CH:25]=[CH:24][N:23]=[C:22]1[NH:26][C:5](=[O:7])[CH:4]([N:8]1[C:16]2[C:11](=[CH:12][C:13]([CH3:17])=[CH:14][CH:15]=2)[C:10](=[O:18])[C:9]1=[O:19])[CH2:3][CH:2]([CH3:1])[CH3:20]. (2) Given the reactants I[C:2]1[C:10]2[C:5](=[CH:6][C:7]([CH:11]3[C:13]4([C:21]5[C:16](=[CH:17][CH:18]=[C:19]([NH:22]C(=O)OC(C)(C)C)[CH:20]=5)[NH:15][C:14]4=[O:30])[CH2:12]3)=[CH:8][CH:9]=2)[NH:4][N:3]=1.[CH3:31][N:32]1[CH2:37][CH2:36][N:35]([C:38]2[CH:43]=[CH:42][C:41](B3OC(C)(C)C(C)(C)O3)=[CH:40][CH:39]=2)[CH2:34][CH2:33]1.C(O)(C(F)(F)F)=O, predict the reaction product. The product is: [NH2:22][C:19]1[CH:20]=[C:21]2[C:16](=[CH:17][CH:18]=1)[NH:15][C:14](=[O:30])[C@:13]12[CH2:12][C@H:11]1[C:7]1[CH:6]=[C:5]2[C:10]([C:2]([C:41]3[CH:40]=[CH:39][C:38]([N:35]4[CH2:34][CH2:33][N:32]([CH3:31])[CH2:37][CH2:36]4)=[CH:43][CH:42]=3)=[N:3][NH:4]2)=[CH:9][CH:8]=1. (3) Given the reactants [CH3:1][S:2](Cl)(=[O:4])=[O:3].[N+:6]([C:9]1[CH:10]=[C:11]([CH:15]([OH:29])[CH2:16][CH2:17][CH:18]([C:20]2[CH:25]=[CH:24][CH:23]=[C:22]([N+:26]([O-:28])=[O:27])[CH:21]=2)[OH:19])[CH:12]=[CH:13][CH:14]=1)([O-:8])=[O:7].C(N(CC)CC)C, predict the reaction product. The product is: [CH3:1][S:2]([O:19][CH:18]([C:20]1[CH:25]=[CH:24][CH:23]=[C:22]([N+:26]([O-:28])=[O:27])[CH:21]=1)[CH2:17][CH2:16][CH:15]([O:29][S:2]([CH3:1])(=[O:4])=[O:3])[C:11]1[CH:12]=[CH:13][CH:14]=[C:9]([N+:6]([O-:8])=[O:7])[CH:10]=1)(=[O:4])=[O:3]. (4) Given the reactants [C:1]([N:4]1[C:13]2[C:8](=[CH:9][C:10]([NH2:14])=[CH:11][CH:12]=2)[C:7]([C:16]2[CH:21]=[CH:20][CH:19]=[CH:18][CH:17]=2)([CH3:15])[CH2:6][C:5]1([CH3:23])[CH3:22])(=[O:3])[CH3:2].[Cl:24][C:25]1[CH:33]=[CH:32][C:28]([C:29](Cl)=[O:30])=[CH:27][CH:26]=1.C(N(CC)C(C)C)(C)C, predict the reaction product. The product is: [C:1]([N:4]1[C:13]2[C:8](=[CH:9][C:10]([NH:14][C:29](=[O:30])[C:28]3[CH:32]=[CH:33][C:25]([Cl:24])=[CH:26][CH:27]=3)=[CH:11][CH:12]=2)[C:7]([C:16]2[CH:21]=[CH:20][CH:19]=[CH:18][CH:17]=2)([CH3:15])[CH2:6][C:5]1([CH3:23])[CH3:22])(=[O:3])[CH3:2].